The task is: Predict the reactants needed to synthesize the given product.. This data is from Full USPTO retrosynthesis dataset with 1.9M reactions from patents (1976-2016). (1) Given the product [NH:13]1[CH2:14][CH2:15][CH2:16][C@@H:11]([NH:10][C:7]([CH:1]2[CH2:6][CH2:5][CH2:4][CH2:3][CH2:2]2)=[O:8])[CH2:12]1, predict the reactants needed to synthesize it. The reactants are: [CH:1]1([C:7](Cl)=[O:8])[CH2:6][CH2:5][CH2:4][CH2:3][CH2:2]1.[NH2:10][C@@H:11]1[CH2:16][CH2:15][CH2:14][N:13](C(OC(C)(C)C)=O)[CH2:12]1.CCN(C(C)C)C(C)C.C(O)C(N)(CO)CO. (2) The reactants are: [CH2:1]([C:5]1[N:9]([C:10]2[N:15]=[C:14]([C:16]3[S:17][CH:18]=[CH:19][CH:20]=3)[C:13]([CH3:21])=[CH:12][N:11]=2)[N:8]=[CH:7][C:6]=1[CH2:22][NH2:23])[CH2:2][CH2:3][CH3:4].[CH3:24][N:25]1[C:29]([S:30](Cl)(=[O:32])=[O:31])=[CH:28][N:27]=[C:26]1[CH3:34].C(N(C(C)C)CC)(C)C. Given the product [CH2:1]([C:5]1[N:9]([C:10]2[N:15]=[C:14]([C:16]3[S:17][CH:18]=[CH:19][CH:20]=3)[C:13]([CH3:21])=[CH:12][N:11]=2)[N:8]=[CH:7][C:6]=1[CH2:22][NH:23][S:30]([C:29]1[N:25]([CH3:24])[C:26]([CH3:34])=[N:27][CH:28]=1)(=[O:32])=[O:31])[CH2:2][CH2:3][CH3:4], predict the reactants needed to synthesize it. (3) Given the product [F:7][CH2:11][C:12]1[C:13]([CH2:28][NH:29][C:30](=[O:36])[O:31][C:32]([CH3:35])([CH3:34])[CH3:33])=[CH:14][C:15]([C:18]2[CH:19]=[N:20][C:21]([C:24]([F:27])([F:26])[F:25])=[N:22][CH:23]=2)=[N:16][CH:17]=1, predict the reactants needed to synthesize it. The reactants are: CCN(S(F)(F)[F:7])CC.O[CH2:11][C:12]1[C:13]([CH2:28][NH:29][C:30](=[O:36])[O:31][C:32]([CH3:35])([CH3:34])[CH3:33])=[CH:14][C:15]([C:18]2[CH:19]=[N:20][C:21]([C:24]([F:27])([F:26])[F:25])=[N:22][CH:23]=2)=[N:16][CH:17]=1. (4) Given the product [Cl:2][C:3]1[CH:4]=[CH:5][C:6]2[CH2:12][CH2:11][C:10]3[CH:13]=[CH:14][CH:15]=[CH:16][C:9]=3[N:8]([CH2:17][CH2:18][CH2:19][NH:20][S:37]([C:33]3[CH:34]=[CH:35][CH:36]=[C:31]([C:30]([F:29])([F:41])[F:42])[CH:32]=3)(=[O:39])=[O:38])[C:7]=2[CH:21]=1, predict the reactants needed to synthesize it. The reactants are: Cl.[Cl:2][C:3]1[CH:4]=[CH:5][C:6]2[CH2:12][CH2:11][C:10]3[CH:13]=[CH:14][CH:15]=[CH:16][C:9]=3[N:8]([CH2:17][CH2:18][CH2:19][NH2:20])[C:7]=2[CH:21]=1.CCN(CC)CC.[F:29][C:30]([F:42])([F:41])[C:31]1[CH:32]=[C:33]([S:37](Cl)(=[O:39])=[O:38])[CH:34]=[CH:35][CH:36]=1. (5) Given the product [C:14]([Si:11]([CH3:13])([CH3:12])[O:10][CH2:9][C@H:1]1[CH2:2][CH2:3][C@H:4]([CH2:7][C:22]#[CH:23])[CH2:5][CH2:6]1)([CH3:17])([CH3:16])[CH3:15], predict the reactants needed to synthesize it. The reactants are: [C@H:1]1([CH2:9][OH:10])[CH2:6][CH2:5][C@H:4]([CH2:7]O)[CH2:3][CH2:2]1.[Si:11](Cl)([C:14]([CH3:17])([CH3:16])[CH3:15])([CH3:13])[CH3:12].N1[CH:23]=[CH:22]N=C1. (6) Given the product [CH:13]1([C:16]2[N:17]=[C:18]([CH3:48])[N:19]([C:38]3[CH:43]=[CH:42][C:41]([O:44][CH:45]([CH3:46])[CH3:47])=[CH:40][CH:39]=3)[C:20](=[O:37])[C:21]=2[CH2:22][C:23]2[CH:24]=[CH:25][C:26]([C:29]3[CH:34]=[CH:33][CH:32]=[CH:31][C:30]=3[C:35]3[NH:3][C:4](=[O:7])[O:5][N:36]=3)=[CH:27][CH:28]=2)[CH2:15][CH2:14]1, predict the reactants needed to synthesize it. The reactants are: [Cl-].O[NH3+:3].[C:4](=[O:7])([O-])[OH:5].[Na+].CS(C)=O.[CH:13]1([C:16]2[N:17]=[C:18]([CH3:48])[N:19]([C:38]3[CH:43]=[CH:42][C:41]([O:44][CH:45]([CH3:47])[CH3:46])=[CH:40][CH:39]=3)[C:20](=[O:37])[C:21]=2[CH2:22][C:23]2[CH:28]=[CH:27][C:26]([C:29]3[C:30]([C:35]#[N:36])=[CH:31][CH:32]=[CH:33][CH:34]=3)=[CH:25][CH:24]=2)[CH2:15][CH2:14]1. (7) Given the product [Cl:1][C:2]1[CH:3]=[CH:4][C:5]([C:8]2[C:9]([C:19]3[CH:20]=[CH:41][C:36]4[C:37](=[CH:38][CH:39]=[C:34]([C:32]5[N:31]([CH:43]6[CH2:44][CH2:45][CH2:46][CH2:47][CH2:48]6)[C:30]6[CH:49]=[CH:50][C:27]([C:25]([OH:26])=[O:24])=[CH:28][C:29]=6[N:33]=5)[CH:35]=4)[N:40]=3)=[CH:10][C:11]3[O:17][CH2:16][CH2:15][CH2:14][O:13][C:12]=3[CH:18]=2)=[CH:6][CH:7]=1, predict the reactants needed to synthesize it. The reactants are: [Cl:1][C:2]1[CH:7]=[CH:6][C:5]([C:8]2[C:9]([C:19](=O)[CH3:20])=[CH:10][C:11]3[O:17][CH2:16][CH2:15][CH2:14][O:13][C:12]=3[CH:18]=2)=[CH:4][CH:3]=1.C([O:24][C:25]([C:27]1[CH:50]=[CH:49][C:30]2[N:31]([CH:43]3[CH2:48][CH2:47][CH2:46][CH2:45][CH2:44]3)[C:32]([C:34]3[CH:39]=[CH:38][C:37]([NH2:40])=[C:36]([CH:41]=O)[CH:35]=3)=[N:33][C:29]=2[CH:28]=1)=[O:26])C.[OH-].[K+].Cl.